This data is from Reaction yield outcomes from USPTO patents with 853,638 reactions. The task is: Predict the reaction yield, written as a fraction of the theoretical maximum amount of product (1.0 means a 100% yield; for example, 0.34 means a 34% yield). (1) The reactants are C([O:3][C:4](=[O:24])[CH2:5][NH:6][C:7]([C:9]1[CH:14]=[CH:13][C:12]([C:15]2[CH:20]=[CH:19][C:18]([Cl:21])=[CH:17][CH:16]=2)=[CH:11][C:10]=1[O:22]C)=[O:8])C.B(Br)(Br)Br. The product is [Cl:21][C:18]1[CH:17]=[CH:16][C:15]([C:12]2[CH:13]=[CH:14][C:9]([C:7]([NH:6][CH2:5][C:4]([OH:24])=[O:3])=[O:8])=[C:10]([OH:22])[CH:11]=2)=[CH:20][CH:19]=1. The yield is 0.410. The catalyst is C(Cl)Cl. (2) The reactants are [Cl:1][C:2]1[CH:7]=[CH:6][C:5]([CH2:8][C:9](=[O:16])[CH2:10][C:11]([O:13][CH2:14][CH3:15])=[O:12])=[CH:4][CH:3]=1.C(Cl)Cl.[Br:20]N1C(=O)CCC1=O. No catalyst specified. The product is [Br:20][CH:10]([C:9](=[O:16])[CH2:8][C:5]1[CH:4]=[CH:3][C:2]([Cl:1])=[CH:7][CH:6]=1)[C:11]([O:13][CH2:14][CH3:15])=[O:12]. The yield is 0.975. (3) The reactants are [CH2:1]([O:8][C:9]([NH:11][C@H:12]([C:30]1[N:34]([C@@H:35]([CH2:40][CH2:41][CH2:42][CH3:43])[C:36]([O:38]C)=[O:37])[N:33]=[N:32][N:31]=1)[CH2:13][C:14]1[C:22]2[C:17](=[CH:18][CH:19]=[CH:20][CH:21]=2)[N:16]([C:23]([O:25][C:26]([CH3:29])([CH3:28])[CH3:27])=[O:24])[CH:15]=1)=[O:10])[C:2]1[CH:7]=[CH:6][CH:5]=[CH:4][CH:3]=1.[Li+].[OH-].Cl. The catalyst is C1COCC1.CO. The product is [CH2:1]([O:8][C:9]([NH:11][C@H:12]([C:30]1[N:34]([C@@H:35]([CH2:40][CH2:41][CH2:42][CH3:43])[C:36]([OH:38])=[O:37])[N:33]=[N:32][N:31]=1)[CH2:13][C:14]1[C:22]2[C:17](=[CH:18][CH:19]=[CH:20][CH:21]=2)[N:16]([C:23]([O:25][C:26]([CH3:29])([CH3:28])[CH3:27])=[O:24])[CH:15]=1)=[O:10])[C:2]1[CH:7]=[CH:6][CH:5]=[CH:4][CH:3]=1. The yield is 0.580. (4) The reactants are CC([CH:5]1[CH2:10][N:9]([CH:11]2[CH2:16][CH2:15][C:14]([C:17]3[CH:22]=[CH:21][C:20]([N+:23]([O-:25])=[O:24])=[C:19]([O:26][CH3:27])[CH:18]=3)=[CH:13][CH2:12]2)[CH2:8][CH2:7][N:6]1C([O-])=O)(C)C. The catalyst is C(O)(C(F)(F)F)=O.C(Cl)Cl. The product is [CH3:27][O:26][C:19]1[CH:18]=[C:17]([C:14]2[CH2:15][CH2:16][CH:11]([N:9]3[CH2:10][CH2:5][NH:6][CH2:7][CH2:8]3)[CH2:12][CH:13]=2)[CH:22]=[CH:21][C:20]=1[N+:23]([O-:25])=[O:24]. The yield is 0.780. (5) The reactants are C(OC([NH:8][N:9]([C:13]([C:15]1[S:16][C:17]2[CH2:18][CH2:19][O:20][C:21]3[CH:28]=[C:27]([Br:29])[CH:26]=[CH:25][C:22]=3[C:23]=2[N:24]=1)=[O:14])[CH:10]([CH3:12])[CH3:11])=O)(C)(C)C.[ClH:30].O1CCOCC1. The catalyst is CO. The product is [ClH:30].[CH:10]([N:9]([C:13]([C:15]1[S:16][C:17]2[CH2:18][CH2:19][O:20][C:21]3[CH:28]=[C:27]([Br:29])[CH:26]=[CH:25][C:22]=3[C:23]=2[N:24]=1)=[O:14])[NH2:8])([CH3:12])[CH3:11]. The yield is 0.960. (6) The reactants are Cl.[NH:2]([C:4]1[CH:5]=[C:6]([CH:10]=[CH:11][C:12]=1[CH3:13])[C:7]([OH:9])=[O:8])[NH2:3].[C:14]([CH:16]=[C:17]([C:19]([O:21][CH2:22][CH3:23])=[O:20])O)#[N:15].[Na]. The catalyst is FC(F)(F)C(O)=O. The product is [CH2:22]([O:21][C:19]([C:17]1[CH:16]=[C:14]([NH2:15])[N:2]([C:4]2[CH:5]=[C:6]([C:7]([OH:9])=[O:8])[CH:10]=[CH:11][C:12]=2[CH3:13])[N:3]=1)=[O:20])[CH3:23]. The yield is 0.830.